From a dataset of Forward reaction prediction with 1.9M reactions from USPTO patents (1976-2016). Predict the product of the given reaction. The product is: [CH3:1][C:2]1([CH3:27])[CH2:7][CH2:6][CH:5]([O:8][C:9]2[CH:14]=[CH:13][C:12]([CH:15]3[C:20]4=[N:21][S:22](=[O:26])(=[O:25])[CH2:23][CH2:24][N:19]4[CH2:18][CH2:17][CH2:16]3)=[CH:11][CH:10]=2)[CH2:4][CH2:3]1. Given the reactants [CH3:1][C:2]1([CH3:27])[CH2:7][CH2:6][C:5]([O:8][C:9]2[CH:14]=[CH:13][C:12]([C:15]3[C:20]4=[N:21][S:22](=[O:26])(=[O:25])[CH2:23][CH2:24][N:19]4[CH:18]=[CH:17][CH:16]=3)=[CH:11][CH:10]=2)=[CH:4][CH2:3]1.CC(O)=O, predict the reaction product.